From a dataset of Reaction yield outcomes from USPTO patents with 853,638 reactions. Predict the reaction yield, written as a fraction of the theoretical maximum amount of product (1.0 means a 100% yield; for example, 0.34 means a 34% yield). (1) The reactants are [C:1]([C:5]1[CH:32]=[CH:31][C:8]([CH2:9][N:10]([CH2:22][CH2:23][C:24]2[CH:29]=[CH:28][C:27]([F:30])=[CH:26][CH:25]=2)[C:11]([C:13]2[CH:14]=[CH:15][CH:16]=[C:17]3[C:21]=2[NH:20][CH:19]=[CH:18]3)=[O:12])=[C:7]([OH:33])[CH:6]=1)([CH3:4])([CH3:3])[CH3:2].CI.[C:36](=O)([O-])[O-].[K+].[K+]. The catalyst is C(#N)C. The product is [C:1]([C:5]1[CH:32]=[CH:31][C:8]([CH2:9][N:10]([CH2:22][CH2:23][C:24]2[CH:25]=[CH:26][C:27]([F:30])=[CH:28][CH:29]=2)[C:11]([C:13]2[CH:14]=[CH:15][CH:16]=[C:17]3[C:21]=2[NH:20][CH:19]=[CH:18]3)=[O:12])=[C:7]([O:33][CH3:36])[CH:6]=1)([CH3:4])([CH3:2])[CH3:3]. The yield is 0.390. (2) The reactants are [C:1]1([CH3:16])[CH:6]=[CH:5][C:4]([S:7]([C:10]2[CH2:15]C[CH:13]=[CH:12][CH:11]=2)(=[O:9])=[O:8])=[CH:3][CH:2]=1.[C:17]([O-:20])([O-])=O.[K+].[K+].CS(N)(=O)=[O:25]. The catalyst is CC(O)(C)C.O. The product is [S:7]([C:10]1[CH2:15][CH:17]([OH:20])[CH:13]([OH:25])[CH2:12][CH:11]=1)([C:4]1[CH:5]=[CH:6][C:1]([CH3:16])=[CH:2][CH:3]=1)(=[O:9])=[O:8]. The yield is 0.950. (3) The reactants are [CH2:1]([NH:5][C:6]1[CH:7]=[CH:8][C:9]2[N:10]([C:12]([C:15]3[CH:16]=[C:17]4[C:21](=[CH:22][CH:23]=3)[C:20](=O)[CH2:19][CH2:18]4)=[CH:13][N:14]=2)[N:11]=1)[CH2:2][CH2:3][CH3:4].C([O-])(=O)C.[NH4+].C([BH3-])#[N:31].[Na+]. The catalyst is CO. The product is [NH2:31][CH:20]1[C:21]2[C:17](=[CH:16][C:15]([C:12]3[N:10]4[N:11]=[C:6]([NH:5][CH2:1][CH2:2][CH2:3][CH3:4])[CH:7]=[CH:8][C:9]4=[N:14][CH:13]=3)=[CH:23][CH:22]=2)[CH2:18][CH2:19]1. The yield is 0.520. (4) The reactants are [S:1]1[CH:5]=[CH:4][CH:3]=[C:2]1[S:6][CH2:7][CH2:8][CH2:9][NH:10][C:11](=[O:13])[CH3:12].C1C(=O)N([Br:21])C(=O)C1. The catalyst is CN(C=O)C. The product is [Br:21][C:5]1[S:1][C:2]([S:6][CH2:7][CH2:8][CH2:9][NH:10][C:11](=[O:13])[CH3:12])=[CH:3][CH:4]=1. The yield is 0.468. (5) The reactants are [Cl:1][C:2]1[CH:19]=[C:18]([Cl:20])[CH:17]=[CH:16][C:3]=1[CH2:4][N:5]([CH3:15])[CH2:6][CH:7]([C:9]1[CH:14]=[CH:13][CH:12]=[CH:11][CH:10]=1)O.S(=O)(=O)(O)O.[OH-].[Na+]. The catalyst is ClCCl. The product is [Cl:20][C:18]1[CH:17]=[C:16]2[C:3](=[C:2]([Cl:1])[CH:19]=1)[CH2:4][N:5]([CH3:15])[CH2:6][CH:7]2[C:9]1[CH:14]=[CH:13][CH:12]=[CH:11][CH:10]=1. The yield is 0.500. (6) The reactants are [C:1]([C:3]1[CH:8]=[CH:7][CH:6]=[CH:5][C:4]=1[C:9]1[CH:14]=[CH:13][C:12]([CH2:15][C:16]2[C:17](=[O:42])[N:18]([C@H:28]3[CH2:33][CH2:32][C@H:31]([O:34][CH2:35][C:36](N(OC)C)=[O:37])[CH2:30][CH2:29]3)[C:19]3[N:20]([N:25]=[CH:26][N:27]=3)[C:21]=2[CH2:22][CH2:23][CH3:24])=[CH:11][CH:10]=1)#[N:2].[CH:43]1([Mg]Br)[CH2:45][CH2:44]1.Cl. The catalyst is O1CCCC1. The product is [CH:43]1([C:36](=[O:37])[CH2:35][O:34][C@H:31]2[CH2:32][CH2:33][C@H:28]([N:18]3[C:17](=[O:42])[C:16]([CH2:15][C:12]4[CH:11]=[CH:10][C:9]([C:4]5[C:3]([C:1]#[N:2])=[CH:8][CH:7]=[CH:6][CH:5]=5)=[CH:14][CH:13]=4)=[C:21]([CH2:22][CH2:23][CH3:24])[N:20]4[N:25]=[CH:26][N:27]=[C:19]34)[CH2:29][CH2:30]2)[CH2:45][CH2:44]1. The yield is 0.750. (7) The reactants are [CH2:1]([C@H:8]([NH:19][C:20](=[O:30])[O:21][C@@H:22]1[C@H:29]2[C@H:25]([O:26][CH2:27][CH2:28]2)[O:24][CH2:23]1)[C@H:9]([OH:18])[CH2:10][NH:11][O:12][CH:13]([CH2:16][CH3:17])[CH2:14][CH3:15])[C:2]1[CH:7]=[CH:6][CH:5]=[CH:4][CH:3]=1.[N+:31]([C:34]1[CH:39]=[CH:38][C:37]([S:40](Cl)(=[O:42])=[O:41])=[CH:36][CH:35]=1)([O-:33])=[O:32].C(N(C(C)C)CC)(C)C. The catalyst is O1CCCC1.CN(C1C=CC=CN=1)C. The product is [CH2:1]([C@H:8]([NH:19][C:20](=[O:30])[O:21][C@@H:22]1[C@H:29]2[C@H:25]([O:26][CH2:27][CH2:28]2)[O:24][CH2:23]1)[C@H:9]([OH:18])[CH2:10][N:11]([O:12][CH:13]([CH2:14][CH3:15])[CH2:16][CH3:17])[S:40]([C:37]1[CH:36]=[CH:35][C:34]([N+:31]([O-:33])=[O:32])=[CH:39][CH:38]=1)(=[O:41])=[O:42])[C:2]1[CH:3]=[CH:4][CH:5]=[CH:6][CH:7]=1. The yield is 0.880.